Dataset: Full USPTO retrosynthesis dataset with 1.9M reactions from patents (1976-2016). Task: Predict the reactants needed to synthesize the given product. (1) Given the product [C:1]1([C:7]#[C:8][C:9]2[CH:10]=[CH:11][C:12]([CH2:15][N:19]3[CH2:20][CH2:21][CH2:22][O:17][C:18]3=[O:23])=[N:13][CH:14]=2)[CH:2]=[CH:3][CH:4]=[CH:5][CH:6]=1, predict the reactants needed to synthesize it. The reactants are: [C:1]1([C:7]#[C:8][C:9]2[CH:10]=[CH:11][C:12]([CH2:15]O)=[N:13][CH:14]=2)[CH:6]=[CH:5][CH:4]=[CH:3][CH:2]=1.[O:17]1[CH2:22][CH2:21][CH2:20][NH:19][C:18]1=[O:23]. (2) Given the product [CH:9]([C@H:22]1[N:27]2[CH2:28][CH2:29][N:30]([C:6]([C:5]3[O:1][N:2]=[CH:3][CH:4]=3)=[O:8])[CH2:31][C@H:26]2[CH2:25][N:24]([C:32]([O:34][C:35]([CH3:38])([CH3:37])[CH3:36])=[O:33])[CH2:23]1)([C:16]1[CH:21]=[CH:20][CH:19]=[CH:18][CH:17]=1)[C:10]1[CH:15]=[CH:14][CH:13]=[CH:12][CH:11]=1, predict the reactants needed to synthesize it. The reactants are: [O:1]1[C:5]([C:6]([OH:8])=O)=[CH:4][CH:3]=[N:2]1.[CH:9]([C@H:22]1[N:27]2[CH2:28][CH2:29][NH:30][CH2:31][C@H:26]2[CH2:25][N:24]([C:32]([O:34][C:35]([CH3:38])([CH3:37])[CH3:36])=[O:33])[CH2:23]1)([C:16]1[CH:21]=[CH:20][CH:19]=[CH:18][CH:17]=1)[C:10]1[CH:15]=[CH:14][CH:13]=[CH:12][CH:11]=1.[I-].ClC1C=CC=C[N+]=1C.C(=O)(O)[O-].[Na+]. (3) Given the product [Cl:13][C:14]1[CH:32]=[CH:31][C:17]([CH2:18][N:19]2[C:27]3[C:22](=[CH:23][C:24](/[CH:28]=[C:4]4/[C:5](=[O:12])[N:6]([NH:7][S:8]([CH3:11])(=[O:10])=[O:9])[C:2](=[O:1])[S:3]/4)=[CH:25][CH:26]=3)[C:21]([F:30])=[N:20]2)=[C:16]([C:33]([F:36])([F:35])[F:34])[CH:15]=1, predict the reactants needed to synthesize it. The reactants are: [O:1]=[C:2]1[N:6]([NH:7][S:8]([CH3:11])(=[O:10])=[O:9])[C:5](=[O:12])[CH2:4][S:3]1.[Cl:13][C:14]1[CH:32]=[CH:31][C:17]([CH2:18][N:19]2[C:27]3[C:22](=[CH:23][C:24]([CH:28]=O)=[CH:25][CH:26]=3)[C:21]([F:30])=[N:20]2)=[C:16]([C:33]([F:36])([F:35])[F:34])[CH:15]=1.C(CN)O. (4) Given the product [ClH:21].[Cl:22][C:17]1[CH:16]=[C:15]([CH:13]2[CH:12]([CH2:23][OH:24])[O:11][CH2:10][CH2:9][NH:8][CH2:14]2)[CH:20]=[CH:19][C:18]=1[Cl:21], predict the reactants needed to synthesize it. The reactants are: C([N:8]1[CH2:14][CH:13]([C:15]2[CH:20]=[CH:19][C:18]([Cl:21])=[C:17]([Cl:22])[CH:16]=2)[CH:12]([CH2:23][O:24][Si](C(C)(C)C)(C)C)[O:11][CH2:10][CH2:9]1)C1C=CC=CC=1.ClC(OC(Cl)C)=O. (5) The reactants are: [C:1]([C:3]1[C:4](=N)[O:5][C:6]2[C:11]([C:12]=1[C:13]1[CH:18]=[CH:17][CH:16]=[CH:15][CH:14]=1)=[CH:10][CH:9]=[CH:8][CH:7]=2)#[N:2].Cl.C[OH:22]. Given the product [C:1]([C:3]1[C:4](=[O:22])[O:5][C:6]2[C:11]([C:12]=1[C:13]1[CH:18]=[CH:17][CH:16]=[CH:15][CH:14]=1)=[CH:10][CH:9]=[CH:8][CH:7]=2)#[N:2], predict the reactants needed to synthesize it. (6) Given the product [Cl:39][C:40]1[CH:41]=[CH:42][C:43]([C@@H:46]2[CH2:50][CH2:49][CH2:48][N:47]2[C:11]([C:7]2[CH:6]=[C:5]3[C:10](=[CH:9][CH:8]=2)[CH:1]=[N:2][CH:3]=[CH:4]3)=[O:13])=[CH:44][CH:45]=1, predict the reactants needed to synthesize it. The reactants are: [CH:1]1[C:10]2[C:5](=[CH:6][C:7]([C:11]([OH:13])=O)=[CH:8][CH:9]=2)[CH:4]=[CH:3][N:2]=1.CN(C(ON1N=NC2C=CC=NC1=2)=[N+](C)C)C.F[P-](F)(F)(F)(F)F.Cl.[Cl:39][C:40]1[CH:45]=[CH:44][C:43]([C@@H:46]2[CH2:50][CH2:49][CH2:48][NH:47]2)=[CH:42][CH:41]=1.CCN(C(C)C)C(C)C. (7) The reactants are: [O:1]1[CH2:6][CH2:5][N:4]([CH:7]2[CH2:10][N:9](C(OC(C)(C)C)=O)[CH2:8]2)[CH2:3][CH2:2]1.Cl.O1CCOCC1. Given the product [NH:9]1[CH2:10][CH:7]([N:4]2[CH2:5][CH2:6][O:1][CH2:2][CH2:3]2)[CH2:8]1, predict the reactants needed to synthesize it. (8) Given the product [CH3:21][C:19]1([C:18]([F:23])([F:22])[F:17])[NH:1][CH:2]([C:5]2[CH:10]=[CH:9][CH:8]=[CH:7][CH:6]=2)[CH2:3][O:4]1, predict the reactants needed to synthesize it. The reactants are: [NH2:1][CH:2]([C:5]1[CH:10]=[CH:9][CH:8]=[CH:7][CH:6]=1)[CH2:3][OH:4].[NH+]1C=CC=CC=1.[F:17][C:18]([F:23])([F:22])[C:19]([CH3:21])=O.O. (9) Given the product [CH3:14][O:15][C:16](=[O:26])[CH2:17][CH2:18][C:19]1[CH:20]=[CH:21][C:22]([O:13][CH2:12][CH:2]2[CH2:3][CH2:4][C:5]3([CH2:11][CH2:10][CH2:9][CH2:8][CH2:7][CH2:6]3)[CH2:1]2)=[CH:23][CH:24]=1, predict the reactants needed to synthesize it. The reactants are: [CH2:1]1[C:5]2([CH2:11][CH2:10][CH2:9][CH2:8][CH2:7][CH2:6]2)[CH2:4][CH2:3][CH:2]1[CH2:12][OH:13].[CH3:14][O:15][C:16](=[O:26])[CH2:17][CH2:18][C:19]1[CH:24]=[CH:23][C:22](O)=[CH:21][CH:20]=1.C1(P(C2C=CC=CC=2)C2C=CC=CC=2)C=CC=CC=1.N(C(N(C)C)=O)=NC(N(C)C)=O. (10) Given the product [Cl:46][C:47]1[CH:52]=[CH:51][C:50]([CH2:53][CH2:54][NH:55][C:10]([C:8]2[CH:7]=[CH:6][C:5]3[NH:1][CH:2]=[N:3][C:4]=3[CH:9]=2)=[O:12])=[CH:49][CH:48]=1, predict the reactants needed to synthesize it. The reactants are: [NH:1]1[C:5]2[CH:6]=[CH:7][C:8]([C:10]([OH:12])=O)=[CH:9][C:4]=2[N:3]=[CH:2]1.CN(C(ON1N=NC2C=CC=CC1=2)=[N+](C)C)C.F[P-](F)(F)(F)(F)F.CCN(C(C)C)C(C)C.[Cl:46][C:47]1[CH:52]=[CH:51][C:50]([CH2:53][CH2:54][NH2:55])=[CH:49][CH:48]=1.